From a dataset of Peptide-MHC class I binding affinity with 185,985 pairs from IEDB/IMGT. Regression. Given a peptide amino acid sequence and an MHC pseudo amino acid sequence, predict their binding affinity value. This is MHC class I binding data. (1) The peptide sequence is RWRVYLRRK. The MHC is HLA-B35:01 with pseudo-sequence HLA-B35:01. The binding affinity (normalized) is 0.0847. (2) The peptide sequence is FQVNRFTGY. The MHC is HLA-A02:03 with pseudo-sequence HLA-A02:03. The binding affinity (normalized) is 0.0847. (3) The peptide sequence is YTGNYQCGHY. The MHC is HLA-A01:01 with pseudo-sequence HLA-A01:01. The binding affinity (normalized) is 0.888. (4) The peptide sequence is KQWSWFSLL. The MHC is HLA-B73:01 with pseudo-sequence HLA-B73:01. The binding affinity (normalized) is 0.0847. (5) The MHC is BoLA-T2b with pseudo-sequence BoLA-T2b. The peptide sequence is RMNAVSTIL. The binding affinity (normalized) is 0.0641.